Task: Predict the reactants needed to synthesize the given product.. Dataset: Full USPTO retrosynthesis dataset with 1.9M reactions from patents (1976-2016) (1) Given the product [Cl:37][C:21]1[C:22]([NH:24][C:25]2[CH:30]=[CH:29][CH:28]=[CH:27][C:26]=2[S:31]([N:34]([CH3:36])[CH3:35])(=[O:33])=[O:32])=[N:23][C:18]([NH:14][C:11]2[CH:12]=[CH:13][C:8]3[CH2:7][N:6]([CH2:15][CH3:16])[CH2:5][CH2:4][N:3]([CH2:1][CH3:2])[C:9]=3[CH:10]=2)=[N:19][CH:20]=1, predict the reactants needed to synthesize it. The reactants are: [CH2:1]([N:3]1[C:9]2[CH:10]=[C:11]([NH2:14])[CH:12]=[CH:13][C:8]=2[CH2:7][N:6]([CH2:15][CH3:16])[CH2:5][CH2:4]1)[CH3:2].Cl[C:18]1[N:23]=[C:22]([NH:24][C:25]2[CH:30]=[CH:29][CH:28]=[CH:27][C:26]=2[S:31]([N:34]([CH3:36])[CH3:35])(=[O:33])=[O:32])[C:21]([Cl:37])=[CH:20][N:19]=1.C12(CS(O)(=O)=O)C(C)(C)C(CC1)CC2=O. (2) Given the product [CH3:11][N:12]([C:22]1[CH:23]=[CH:24][C:25]([NH:28][C:29]([NH:31][C:32]2[CH:37]=[CH:36][CH:35]=[CH:34][CH:33]=2)=[O:30])=[CH:26][CH:27]=1)[S:13]([C:16]1[S:17][C:18]([C:6]2[C:2]([CH3:1])=[N:3][O:4][C:5]=2[CH3:10])=[CH:19][CH:20]=1)(=[O:15])=[O:14], predict the reactants needed to synthesize it. The reactants are: [CH3:1][C:2]1[C:6](B(O)O)=[C:5]([CH3:10])[O:4][N:3]=1.[CH3:11][N:12]([C:22]1[CH:27]=[CH:26][C:25]([NH:28][C:29]([NH:31][C:32]2[CH:37]=[CH:36][CH:35]=[CH:34][CH:33]=2)=[O:30])=[CH:24][CH:23]=1)[S:13]([C:16]1[S:17][C:18](Br)=[CH:19][CH:20]=1)(=[O:15])=[O:14].C([O-])([O-])=O.[Na+].[Na+]. (3) Given the product [F:1][C:2]([F:7])([F:6])[C:3]([OH:5])=[O:4].[Cl:8][C:9]1[CH:14]=[N:13][C:12]2[NH:15][C:16]3[CH:21]=[CH:20][CH:19]=[C:18]([CH:17]=3)[CH:22]=[CH:23][C:27]3[CH:26]=[C:25]([NH:24][C:10]=1[N:11]=2)[CH:30]=[CH:29][CH:28]=3.[F:1][C:2]([F:7])([F:6])[C:3]([O-:5])=[O:4], predict the reactants needed to synthesize it. The reactants are: [F:1][C:2]([F:7])([F:6])[C:3]([OH:5])=[O:4].[Cl:8][C:9]1[C:10]([NH:24][C:25]2[CH:30]=[CH:29][CH:28]=[C:27](C=C)[CH:26]=2)=[N:11][C:12]([NH:15][C:16]2[CH:21]=[CH:20][CH:19]=[C:18]([CH:22]=[CH2:23])[CH:17]=2)=[N:13][CH:14]=1. (4) Given the product [C@H:8]1([CH2:7][CH2:6][CH2:5][CH2:4][NH2:1])[O:37][C@H:36]([CH2:38][OH:39])[C@@H:27]([OH:28])[C@H:18]([OH:19])[C@H:9]1[OH:10], predict the reactants needed to synthesize it. The reactants are: [N:1]([CH2:4][CH2:5][CH2:6][CH2:7][C@H:8]1[O:37][C@H:36]([CH2:38][O:39]CC2C=CC=CC=2)[C@@H:27]([O:28]CC2C=CC=CC=2)[C@H:18]([O:19]CC2C=CC=CC=2)[C@H:9]1[O:10]CC1C=CC=CC=1)=[N+]=[N-].